Dataset: Full USPTO retrosynthesis dataset with 1.9M reactions from patents (1976-2016). Task: Predict the reactants needed to synthesize the given product. Given the product [N:27]1[C:26]2[NH:30][CH:31]=[CH:32][C:25]=2[C:24]([C:11]2[CH:10]=[C:9]([NH:8][C:6](=[O:7])[C:5]3[CH:18]=[CH:19][CH:20]=[C:3]([C:2]([F:22])([F:21])[F:1])[CH:4]=3)[CH:14]=[CH:13][CH:12]=2)=[N:29][CH:28]=1, predict the reactants needed to synthesize it. The reactants are: [F:1][C:2]([F:22])([F:21])[C:3]1[CH:4]=[C:5]([CH:18]=[CH:19][CH:20]=1)[C:6]([NH:8][C:9]1[CH:10]=[C:11](B(O)O)[CH:12]=[CH:13][CH:14]=1)=[O:7].Cl[C:24]1[C:25]2[CH:32]=[CH:31][NH:30][C:26]=2[N:27]=[CH:28][N:29]=1.C1(P(C2C=CC=CC=2)C2C=CC=CC=2)C=CC=CC=1.C(=O)([O-])[O-].[Na+].[Na+].